From a dataset of Reaction yield outcomes from USPTO patents with 853,638 reactions. Predict the reaction yield, written as a fraction of the theoretical maximum amount of product (1.0 means a 100% yield; for example, 0.34 means a 34% yield). (1) The reactants are [C:1]([O:5][C:6]([N:8]1[CH2:12][C@H:11]([CH2:13][O:14][CH3:15])[CH2:10][C@H:9]1[C:16]1[NH:20][C:19]2[C:21]3[C:26]([CH:27]=[CH:28][C:18]=2[N:17]=1)=[CH:25][C:24]1[C:29]2[C:34]([CH2:35][O:36][C:23]=1[CH:22]=3)=[CH:33][C:32](Cl)=[CH:31][CH:30]=2)=[O:7])([CH3:4])([CH3:3])[CH3:2].[B:38]1([B:38]2[O:42][C:41]([CH3:44])([CH3:43])[C:40]([CH3:46])([CH3:45])[O:39]2)[O:42][C:41]([CH3:44])([CH3:43])[C:40]([CH3:46])([CH3:45])[O:39]1.C([O-])(=O)C.[K+].C1(P(C2CCCCC2)C2C=CC=CC=2C2C(CCC)=CC(CCC)=CC=2CCC)CCCCC1. The catalyst is O1CCOCC1.C(OCC)(=O)C.[Pd].C(=CC(C=CC1C=CC=CC=1)=O)C1C=CC=CC=1.C(=CC(C=CC1C=CC=CC=1)=O)C1C=CC=CC=1.C(=CC(C=CC1C=CC=CC=1)=O)C1C=CC=CC=1. The product is [CH3:15][O:14][CH2:13][C@H:11]1[CH2:12][N:8]([C:6]([O:5][C:1]([CH3:4])([CH3:2])[CH3:3])=[O:7])[C@H:9]([C:16]2[NH:20][C:19]3[C:21]4[C:26]([CH:27]=[CH:28][C:18]=3[N:17]=2)=[CH:25][C:24]2[C:29]3[C:34]([CH2:35][O:36][C:23]=2[CH:22]=4)=[CH:33][C:32]([B:38]2[O:42][C:41]([CH3:44])([CH3:43])[C:40]([CH3:46])([CH3:45])[O:39]2)=[CH:31][CH:30]=3)[CH2:10]1. The yield is 0.960. (2) The reactants are C[C:2]1(C)[O:6][C:5](=[CH:7][C:8]([N:10]([O:19][CH3:20])[CH2:11][C:12]2[CH:17]=[CH:16][C:15]([CH3:18])=[CH:14][CH:13]=2)=[O:9])[C:4](=[O:21])[O:3]1. The catalyst is CO. The product is [CH3:2][O:3][C:4](=[O:21])[C:5]([OH:6])=[CH:7][C:8](=[O:9])[N:10]([O:19][CH3:20])[CH2:11][C:12]1[CH:17]=[CH:16][C:15]([CH3:18])=[CH:14][CH:13]=1. The yield is 0.690. (3) The reactants are OO.FC(F)(F)C(OO)=[O:6].[Br:11][C:12]1[C:13]([F:41])=[C:14]([C:36](C=O)=[CH:37][CH:38]=1)[O:15][C:16]1[CH:17]=[C:18]([C:29]([NH:31][C:32]([CH3:35])([CH3:34])[CH3:33])=[O:30])[CH:19]=[C:20]([CH:28]=1)[C:21]([NH:23][C:24]([CH3:27])([CH3:26])[CH3:25])=[O:22].P([O-])([O-])([O-])=O.[K+].[K+].[K+].O[Li].O. The catalyst is C(Cl)Cl.O.CCOC(C)=O. The product is [Br:11][C:12]1[C:13]([F:41])=[C:14]([C:36]([OH:6])=[CH:37][CH:38]=1)[O:15][C:16]1[CH:17]=[C:18]([C:29]([NH:31][C:32]([CH3:35])([CH3:33])[CH3:34])=[O:30])[CH:19]=[C:20]([CH:28]=1)[C:21]([NH:23][C:24]([CH3:27])([CH3:25])[CH3:26])=[O:22]. The yield is 0.750. (4) The reactants are [OH-:1].[Na+].[C@@H:3]1([N:11]2[C:21]3[N:20]=[C:18]([NH2:19])[NH:17][C:15](=[O:16])[C:14]=3[N:13]=[CH:12]2)[O:10][C@H:7]([CH2:8][OH:9])[C@@H:5]([OH:6])[CH2:4]1.Cl.[C:23](Cl)(=[O:27])[CH:24]([CH3:26])[CH3:25]. The catalyst is O. The product is [C:23]([NH:19][C:18]1[NH:17][C:15](=[O:16])[C:14]2[N:13]=[CH:12][N:11]([C:21]=2[N:20]=1)[C@@H:3]1[O:10][C@H:7]([CH:8]([C:23](=[O:1])[CH:24]([CH3:26])[CH3:25])[OH:9])[C@@:5]([C:23](=[O:27])[CH:24]([CH3:26])[CH3:25])([OH:6])[CH2:4]1)(=[O:27])[CH:24]([CH3:26])[CH3:25]. The yield is 0.650. (5) The reactants are [C:1]([C:5]1[NH:6][C:7]2[C:12]([CH:13]=1)=[CH:11][C:10]([N+:14]([O-])=O)=[CH:9][C:8]=2[C:17]([O-:19])=[O:18])([CH3:4])([CH3:3])[CH3:2].[CH3:20]O. The catalyst is [Ni]. The product is [NH2:14][C:10]1[CH:11]=[C:12]2[C:7](=[C:8]([C:17]([O:19][CH3:20])=[O:18])[CH:9]=1)[NH:6][C:5]([C:1]([CH3:4])([CH3:3])[CH3:2])=[CH:13]2. The yield is 0.680. (6) The reactants are [CH:1]1([C@H:7]([OH:24])[C@:8]23[C:14](=[O:15])[O:13][C@@:12]2([CH3:16])[C@@H:11]([CH2:17][CH2:18][CH2:19][CH2:20][CH2:21][CH3:22])[C:10](=[O:23])[NH:9]3)[CH2:6][CH2:5][CH2:4][CH:3]=[CH:2]1.[C:25](OC(=O)C)(=[O:27])[CH3:26]. The catalyst is N1C=CC=CC=1.C1(C)C=CC=CC=1. The product is [C:25]([O:24][C@@H:7]([CH:1]1[CH2:6][CH2:5][CH2:4][CH:3]=[CH:2]1)[C@:8]12[C:14](=[O:15])[O:13][C@@:12]1([CH3:16])[C@@H:11]([CH2:17][CH2:18][CH2:19][CH2:20][CH2:21][CH3:22])[C:10](=[O:23])[NH:9]2)(=[O:27])[CH3:26]. The yield is 0.960. (7) The reactants are O[C:2]1[C:3]([C:11]2([CH2:32][OH:33])[C:19]3[C:14](=[CH:15][CH:16]=[CH:17][CH:18]=3)[N:13]([CH2:20][C:21]3[CH:30]=[CH:29][C:24]([C:25]([O:27][CH3:28])=[O:26])=[CH:23][CH:22]=3)[C:12]2=[O:31])=[CH:4][C:5]2[O:9][CH2:8][O:7][C:6]=2[CH:10]=1.C1(CCN2C3C(=CC=CC=3)C(C3C(O)=CC4OCOC=4C=3)(CO)C2=O)CC1. No catalyst specified. The product is [O:31]=[C:12]1[C:11]2([C:3]3=[CH:4][C:5]4[O:9][CH2:8][O:7][C:6]=4[CH:10]=[C:2]3[O:33][CH2:32]2)[C:19]2[C:14](=[CH:15][CH:16]=[CH:17][CH:18]=2)[N:13]1[CH2:20][C:21]1[CH:22]=[CH:23][C:24]([C:25]([O:27][CH3:28])=[O:26])=[CH:29][CH:30]=1. The yield is 0.870.